From a dataset of Full USPTO retrosynthesis dataset with 1.9M reactions from patents (1976-2016). Predict the reactants needed to synthesize the given product. (1) Given the product [CH3:35][C:33]([C:30]1[CH:31]=[CH:32][C:27]([O:26][CH2:3][CH:2]2[O:5][CH2:1]2)=[CH:28][CH:29]=1)([C:36]1[CH:41]=[CH:16][C:15]([O:14][CH2:13][CH:12]2[O:11][CH2:10]2)=[CH:38][CH:37]=1)[CH3:34].[CH:23]([O:25][CH2:22][CH2:15][O:14][CH2:13][CH2:12][O:11][CH2:10][CH2:9][O:8][CH:7]=[CH2:6])=[CH2:24], predict the reactants needed to synthesize it. The reactants are: [C:1]([O-:5])(=O)[CH:2]=[CH2:3].[CH2:6](O)[CH2:7][O:8][CH2:9][CH2:10][O:11][CH2:12][CH2:13][O:14][CH2:15][CH2:16]O.C1OC1.[CH2:22]1[O:25][CH:23]1[CH3:24].[OH:26][C:27]1[CH:32]=[CH:31][C:30]([C:33]([C:36]2[CH:41]=CC(O)=[CH:38][CH:37]=2)([CH3:35])[CH3:34])=[CH:29][CH:28]=1. (2) Given the product [CH3:22][O:21][C:14]1[C:15]([O:19][CH3:20])=[CH:16][CH:17]=[C:18]2[C:13]=1[CH:12]=[C:11]([NH:23][C:24]1[CH:28]=[C:27]([CH3:29])[NH:26][N:25]=1)[N:10]=[C:9]2[O:7][C:1]1[CH:6]=[CH:5][CH:4]=[CH:3][CH:2]=1, predict the reactants needed to synthesize it. The reactants are: [C:1]1([OH:7])[CH:6]=[CH:5][CH:4]=[CH:3][CH:2]=1.Cl[C:9]1[C:18]2[C:13](=[C:14]([O:21][CH3:22])[C:15]([O:19][CH3:20])=[CH:16][CH:17]=2)[CH:12]=[C:11]([NH:23][C:24]2[CH:28]=[C:27]([CH3:29])[NH:26][N:25]=2)[N:10]=1.